Dataset: Full USPTO retrosynthesis dataset with 1.9M reactions from patents (1976-2016). Task: Predict the reactants needed to synthesize the given product. (1) Given the product [CH3:15][O:13][CH:11]([C:6]1[CH:7]=[CH:8][CH:9]=[C:10]2[C:5]=1[CH:4]=[CH:3][CH:2]=[N:1]2)[C:21]([OH:22])=[O:19], predict the reactants needed to synthesize it. The reactants are: [N:1]1[C:10]2[CH:9]=[CH:8][CH:7]=[C:6]([CH:11]=O)[C:5]=2[CH:4]=[CH:3][CH:2]=1.[OH-:13].[K+].[CH:15](Br)(Br)Br.[OH-:19].[K+].[CH3:21][OH:22]. (2) Given the product [CH3:41][N:23]([CH2:24][C:25]1[CH:26]=[C:27]([C:2]2[S:6][C:5]([CH:7]=[CH:8][C:9]([O:11][CH3:12])=[O:10])=[CH:4][CH:3]=2)[CH:28]=[CH:29][CH:30]=1)[C:22](=[O:40])[CH2:13][CH2:14][CH2:15][CH2:16][CH2:17][CH2:18][CH3:19], predict the reactants needed to synthesize it. The reactants are: Br[C:2]1[S:6][C:5]([CH:7]=[CH:8][C:9]([O:11][CH3:12])=[O:10])=[CH:4][CH:3]=1.[C:13]([CH2:22][N-:23][CH2:24][C:25]1[CH:30]=[CH:29][CH:28]=[C:27](B2OC(C)(C)C(C)(C)O2)[CH:26]=1)(=O)[CH2:14][CH2:15][CH2:16][CH2:17][CH2:18][CH2:19]C.[OH2:40].[CH3:41]N(C)C=O. (3) The reactants are: Br[C:2]1[CH:3]=[CH:4][CH:5]=[C:6]2[C:10]=1[NH:9][CH:8]=[CH:7]2.[C:11]([O:15][CH3:16])(=[O:14])[CH:12]=[CH2:13].C1(P(C2C=CC=CC=2)C2C=CC=CC=2)C=CC=CC=1.C(N(CC)C(C)C)(C)C. Given the product [NH:9]1[C:10]2[C:6](=[CH:5][CH:4]=[CH:3][C:2]=2/[CH:13]=[CH:12]/[C:11]([O:15][CH3:16])=[O:14])[CH:7]=[CH:8]1, predict the reactants needed to synthesize it. (4) Given the product [C:1]([O:4][CH2:5][C:6](=[O:12])[NH:7][CH2:8][C:9](=[O:11])[CH3:10])(=[O:3])[CH3:2], predict the reactants needed to synthesize it. The reactants are: [C:1]([O:4][CH2:5][C:6](=[O:12])[NH:7][CH2:8][CH:9]([OH:11])[CH3:10])(=[O:3])[CH3:2].CC(OI1(OC(C)=O)(OC(C)=O)OC(=O)C2C=CC=CC1=2)=O. (5) Given the product [CH3:17][O:18][C:19](=[O:23])[CH2:20][CH2:21][NH:22][C:12]1[CH:11]=[C:10]([Cl:15])[N:9]=[C:8]([CH2:1][C:2]2[CH:3]=[CH:4][CH:5]=[CH:6][CH:7]=2)[N:13]=1, predict the reactants needed to synthesize it. The reactants are: [CH2:1]([C:8]1[N:13]=[C:12](Cl)[CH:11]=[C:10]([Cl:15])[N:9]=1)[C:2]1[CH:7]=[CH:6][CH:5]=[CH:4][CH:3]=1.Cl.[CH3:17][O:18][C:19](=[O:23])[CH2:20][CH2:21][NH2:22].C(N(CC)CC)C. (6) Given the product [Cl:20][C:17]1[CH:18]=[C:19]2[C:14](=[CH:15][CH:16]=1)[NH:13][C:12](=[O:21])[C:11]2=[C:8]1[C:9]2[C:5](=[CH:4][CH:3]=[C:2]([NH:1][C:31](=[O:33])[CH3:32])[CH:10]=2)[CH2:6][O:7]1, predict the reactants needed to synthesize it. The reactants are: [NH2:1][C:2]1[CH:10]=[C:9]2[C:5]([CH2:6][O:7][C:8]2=[C:11]2[C:19]3[C:14](=[CH:15][CH:16]=[C:17]([Cl:20])[CH:18]=3)[NH:13][C:12]2=[O:21])=[CH:4][CH:3]=1.C(N(CC)C(C)C)(C)C.[C:31](Cl)(=[O:33])[CH3:32].